From a dataset of Full USPTO retrosynthesis dataset with 1.9M reactions from patents (1976-2016). Predict the reactants needed to synthesize the given product. (1) Given the product [Cl:25][C:26]1[CH:27]=[C:28]2[C:33](=[CH:34][C:35]=1[O:36][C:37]1[CH:45]=[CH:44][C:40]([C:41](=[O:42])[NH:15][CH:12]3[CH2:13][CH2:14][N:10]([C:6]4[CH:7]=[CH:8][CH:9]=[C:4]([Cl:3])[CH:5]=4)[CH2:11]3)=[CH:39][CH:38]=1)[O:32][CH2:31][CH2:30][CH:29]2[C:46]([O:48][CH2:49][CH3:50])=[O:47], predict the reactants needed to synthesize it. The reactants are: Cl.Cl.[Cl:3][C:4]1[CH:5]=[C:6]([N:10]2[CH2:14][CH2:13][CH:12]([NH2:15])[CH2:11]2)[CH:7]=[CH:8][CH:9]=1.C(N(C(C)C)C(C)C)C.[Cl:25][C:26]1[CH:27]=[C:28]2[C:33](=[CH:34][C:35]=1[O:36][C:37]1[CH:45]=[CH:44][C:40]([C:41](O)=[O:42])=[CH:39][CH:38]=1)[O:32][CH2:31][CH2:30][CH:29]2[C:46]([O:48][CH2:49][CH3:50])=[O:47].Cl.CN(C)CCCN=C=NCC.ON1C2N=CC=CC=2N=N1. (2) Given the product [Cl:25][C:26]1[CH:27]=[C:28]([NH:44][C:22]2[C:23]3[N:15]([CH2:14][CH2:13][O:12][CH2:11][CH2:10][OH:9])[CH:16]=[CH:17][C:18]=3[N:19]=[CH:20][N:21]=2)[CH:29]=[N:30][C:31]=1[O:32][C:33]1[CH:38]=[CH:37][CH:36]=[C:35]([O:39][C:40]([F:41])([F:42])[F:43])[CH:34]=1, predict the reactants needed to synthesize it. The reactants are: C([O:9][CH2:10][CH2:11][O:12][CH2:13][CH2:14][N:15]1[C:23]2[C:22](Cl)=[N:21][CH:20]=[N:19][C:18]=2[CH:17]=[CH:16]1)(=O)C1C=CC=CC=1.[Cl:25][C:26]1[CH:27]=[C:28]([NH2:44])[CH:29]=[N:30][C:31]=1[O:32][C:33]1[CH:38]=[CH:37][CH:36]=[C:35]([O:39][C:40]([F:43])([F:42])[F:41])[CH:34]=1.[OH-].[Na+]. (3) Given the product [Cl:32][C:27]1[CH:26]=[CH:25][C:24]([NH:28][C:29]([NH:11][C:10]2[CH:12]=[CH:13][CH:14]=[C:8]([C:6]3[C:5]([C:15]4[CH:16]=[CH:17][N:18]=[CH:19][CH:20]=4)=[N:4][N:3]([CH2:1][CH3:2])[CH:7]=3)[CH:9]=2)=[O:30])=[CH:23][CH:22]=1, predict the reactants needed to synthesize it. The reactants are: [CH2:1]([N:3]1[CH:7]=[C:6]([C:8]2[CH:9]=[C:10]([CH:12]=[CH:13][CH:14]=2)[NH2:11])[C:5]([C:15]2[CH:20]=[CH:19][N:18]=[CH:17][CH:16]=2)=[N:4]1)[CH3:2].F[C:22]1[CH:27]=[CH:26][CH:25]=[C:24]([N:28]=[C:29]=[O:30])[CH:23]=1.C(Cl)[Cl:32]. (4) Given the product [O:23]=[S:2]1(=[O:1])[CH2:7][CH2:6][CH2:5][CH2:4][N:3]1[C:8]1[N:17]=[C:16]([C:18]([NH:33][CH2:32][C:29]2[CH:30]=[CH:31][C:26]([F:25])=[CH:27][C:28]=2[S:34]([CH3:37])(=[O:36])=[O:35])=[O:20])[C:15]([OH:22])=[C:14]2[C:9]=1[CH:10]=[CH:11][CH:12]=[N:13]2, predict the reactants needed to synthesize it. The reactants are: [O:1]=[S:2]1(=[O:23])[CH2:7][CH2:6][CH2:5][CH2:4][N:3]1[C:8]1[N:17]=[C:16]([C:18]([O:20]C)=O)[C:15]([OH:22])=[C:14]2[C:9]=1[CH:10]=[CH:11][CH:12]=[N:13]2.[Cl-].[F:25][C:26]1[CH:31]=[CH:30][C:29]([CH2:32][NH3+:33])=[C:28]([S:34]([CH3:37])(=[O:36])=[O:35])[CH:27]=1. (5) The reactants are: [CH2:1]([C:6]12[CH2:13][CH2:12][C:9]([C:14]([NH:16][NH2:17])=O)([CH2:10][CH2:11]1)[CH2:8][CH2:7]2)[CH2:2][CH2:3][CH2:4][CH3:5].CO[C:20]1[CH2:21][CH2:22][CH2:23][CH2:24][CH2:25][CH2:26][N:27]=1. Given the product [CH2:1]([C:6]12[CH2:13][CH2:12][C:9]([C:14]3[N:27]4[CH2:26][CH2:25][CH2:24][CH2:23][CH2:22][CH2:21][C:20]4=[N:17][N:16]=3)([CH2:10][CH2:11]1)[CH2:8][CH2:7]2)[CH2:2][CH2:3][CH2:4][CH3:5], predict the reactants needed to synthesize it.